From a dataset of Reaction yield outcomes from USPTO patents with 853,638 reactions. Predict the reaction yield, written as a fraction of the theoretical maximum amount of product (1.0 means a 100% yield; for example, 0.34 means a 34% yield). (1) The reactants are [CH3:1][O:2][C:3]1[CH:12]=[C:11]2[C:6]([N:7]=[CH:8][C:9](=[O:13])[NH:10]2)=[CH:5][CH:4]=1.[H-].[Li+].Br[CH2:17][CH2:18][CH2:19][CH2:20][O:21][Si:22]([C:25]([CH3:28])([CH3:27])[CH3:26])([CH3:24])[CH3:23].[I-].[Na+]. The catalyst is CN(C)C=O.C(OCC)(=O)C. The product is [Si:22]([O:21][CH2:20][CH2:19][CH2:18][CH2:17][N:10]1[C:11]2[C:6](=[CH:5][CH:4]=[C:3]([O:2][CH3:1])[CH:12]=2)[N:7]=[CH:8][C:9]1=[O:13])([C:25]([CH3:26])([CH3:27])[CH3:28])([CH3:23])[CH3:24]. The yield is 0.440. (2) The catalyst is [Pd]. The yield is 0.350. The reactants are C([O:8][C:9]1[CH:14]=[C:13]([O:15]CC2C=CC=CC=2)[C:12]([C:23]([CH3:25])=[CH2:24])=[CH:11][C:10]=1[C:26]([N:28]1[CH2:36][C:35]2[C:30](=[CH:31][CH:32]=[C:33]([O:37][CH2:38][CH2:39][N:40]([CH3:42])[CH3:41])[CH:34]=2)[CH2:29]1)=[O:27])C1C=CC=CC=1.[CH3:43]O. The product is [OH:8][C:9]1[CH:14]=[C:13]([OH:15])[C:12]([CH:23]([CH3:24])[CH3:25])=[CH:11][C:10]=1[C:26]([N:28]1[CH2:36][C:35]2[C:30](=[C:31]([CH3:43])[CH:32]=[C:33]([O:37][CH2:38][CH2:39][N:40]([CH3:42])[CH3:41])[CH:34]=2)[CH2:29]1)=[O:27].